This data is from Catalyst prediction with 721,799 reactions and 888 catalyst types from USPTO. The task is: Predict which catalyst facilitates the given reaction. (1) Reactant: OC1C=C2C(CCC2=O)=CC=1OC.Cl.[N+](C1C=CC(CNO)=CC=1)([O-])=O.N1C=CC=CC=1.[N+:33]([C:36]1[CH:58]=[CH:57][C:39]([CH2:40][O:41]/[N:42]=[C:43]2\[CH2:44]C[CH2:46][C:47]3[C:52]\2=[CH:51][C:50]([O:53]C)=[C:49]([O:55][CH3:56])[CH:48]=3)=[CH:38][CH:37]=1)([O-:35])=[O:34]. Product: [N+:33]([C:36]1[CH:58]=[CH:57][C:39]([CH2:40][O:41]/[N:42]=[C:43]2\[CH2:44][CH2:46][C:47]3[C:52]\2=[CH:51][C:50]([OH:53])=[C:49]([O:55][CH3:56])[CH:48]=3)=[CH:38][CH:37]=1)([O-:35])=[O:34]. The catalyst class is: 8. (2) Reactant: Cl[C:2]([O:4][CH:5]1[CH:10]([CH:11]([CH3:13])[CH3:12])[CH2:9][CH2:8][CH:7]([CH3:14])[CH2:6]1)=[O:3].[N:15]1C=CC=[CH:17][CH:16]=1.C(N)C.Cl. Product: [CH:11]([C@@H:10]1[CH2:9][CH2:8][C@@H:7]([CH3:14])[CH2:6][C@H:5]1[O:4][C:2](=[O:3])[NH:15][CH2:16][CH3:17])([CH3:13])[CH3:12]. The catalyst class is: 93. (3) Reactant: [CH3:1][CH2:2][CH2:3][CH2:4][NH:5][C:6]1[CH:7]=[C:8]([C:23]([OH:25])=[O:24])[CH:9]=[C:10]([S:19]([NH2:22])(=[O:21])=[O:20])[C:11]=1[O:12][C:13]1[CH:14]=[CH:15][CH:16]=[CH:17][CH:18]=1.Cl[CH2:27][C:28]#[N:29].C(N(CC)CC)C. The catalyst class is: 204. Product: [NH2:22][S:19]([C:10]1[CH:9]=[C:8]([CH:7]=[C:6]([NH:5][CH2:4][CH2:3][CH2:2][CH3:1])[C:11]=1[O:12][C:13]1[CH:18]=[CH:17][CH:16]=[CH:15][CH:14]=1)[C:23]([O:25][CH2:27][C:28]#[N:29])=[O:24])(=[O:21])=[O:20]. (4) Reactant: [CH:1]1([NH:4][C:5](=[O:24])[C:6]([C:17]2[CH:22]=[CH:21][C:20]([CH3:23])=[CH:19][CH:18]=2)=[CH:7][C:8]2[CH:16]=[CH:15][C:11]([C:12](O)=[O:13])=[CH:10][CH:9]=2)[CH2:3][CH2:2]1.F[P-](F)(F)(F)(F)F.[N:32]1([O:41][P+](N(C)C)(N(C)C)N(C)C)C2C=CC=CC=2N=N1.C1C=CC2N(O)N=NC=2C=1.Cl.NO.CCN(C(C)C)C(C)C. Product: [CH:1]1([NH:4][C:5](=[O:24])[C:6]([C:17]2[CH:22]=[CH:21][C:20]([CH3:23])=[CH:19][CH:18]=2)=[CH:7][C:8]2[CH:16]=[CH:15][C:11]([C:12]([NH:32][OH:41])=[O:13])=[CH:10][CH:9]=2)[CH2:3][CH2:2]1. The catalyst class is: 18.